This data is from Full USPTO retrosynthesis dataset with 1.9M reactions from patents (1976-2016). The task is: Predict the reactants needed to synthesize the given product. Given the product [CH3:1][N:2]([C:3]1[C:8]([CH3:9])=[CH:7][N:6]=[C:5]([NH:10][C:11]2[CH:12]=[N:13][N:14]([CH3:16])[CH:15]=2)[N:4]=1)[CH:17]1[CH2:27][CH2:26][C:20]2([CH2:25][CH2:24][N:23]([C:31](=[O:32])[CH2:30][C:28]#[N:29])[CH2:22][CH2:21]2)[CH2:19][CH2:18]1, predict the reactants needed to synthesize it. The reactants are: [CH3:1][N:2]([CH:17]1[CH2:27][CH2:26][C:20]2([CH2:25][CH2:24][NH:23][CH2:22][CH2:21]2)[CH2:19][CH2:18]1)[C:3]1[C:8]([CH3:9])=[CH:7][N:6]=[C:5]([NH:10][C:11]2[CH:12]=[N:13][N:14]([CH3:16])[CH:15]=2)[N:4]=1.[C:28]([CH2:30][C:31](O)=[O:32])#[N:29].F[P-](F)(F)(F)(F)F.N1(OC(N(C)C)=[N+](C)C)C2N=CC=CC=2N=N1.C(N(CC)CC)C.